This data is from Catalyst prediction with 721,799 reactions and 888 catalyst types from USPTO. The task is: Predict which catalyst facilitates the given reaction. (1) Reactant: [CH:1]([C:3]1[C:4]([O:19][CH3:20])=[C:5]([CH:16]=[CH:17][CH:18]=1)[O:6][C:7]1[N:14]=[C:13]([CH3:15])[CH:12]=[CH:11][C:8]=1[C:9]#[N:10])=O.CN.[C:23]([BH3-])#[N:24].[Na+].[C:27]([OH:34])(=[O:33])/[CH:28]=[CH:29]/[C:30]([OH:32])=[O:31]. Product: [C:27]([OH:34])(=[O:33])/[CH:28]=[CH:29]/[C:30]([OH:32])=[O:31].[CH3:20][O:19][C:4]1[C:3]([CH2:1][NH:24][CH3:23])=[CH:18][CH:17]=[CH:16][C:5]=1[O:6][C:7]1[N:14]=[C:13]([CH3:15])[CH:12]=[CH:11][C:8]=1[C:9]#[N:10]. The catalyst class is: 404. (2) Reactant: [ClH:1].[CH3:2][C:3]1([CH3:29])[CH2:12][C:11]2[C:6](=[C:7]3[CH2:20][C:19]([CH3:22])([CH3:21])[O:18][C:8]3=[C:9]([O:13][CH2:14][C:15]([OH:17])=O)[CH:10]=2)[C:5]([C:23]2[CH:28]=[CH:27][CH:26]=[CH:25][CH:24]=2)=[N:4]1.Cl.CN.[CH2:33]([N:35](CC)CC)C. Product: [ClH:1].[CH3:33][NH:35][C:15](=[O:17])[CH2:14][O:13][C:9]1[CH:10]=[C:11]2[C:6](=[C:7]3[CH2:20][C:19]([CH3:21])([CH3:22])[O:18][C:8]=13)[C:5]([C:23]1[CH:24]=[CH:25][CH:26]=[CH:27][CH:28]=1)=[N:4][C:3]([CH3:2])([CH3:29])[CH2:12]2. The catalyst class is: 9. (3) Reactant: Br[CH2:2][CH2:3][CH2:4][O:5][C:6]1[CH:15]=[C:14]2[C:9]([C:10]([O:16][C:17]3[CH:22]=[CH:21][C:20]([NH:23][C:24]([NH:26][C:27]4[CH:32]=[CH:31][C:30]([F:33])=[CH:29][C:28]=4[F:34])=[O:25])=[C:19]([Cl:35])[CH:18]=3)=[N:11][CH:12]=[N:13]2)=[CH:8][C:7]=1[O:36][CH3:37].C(=O)([O-])[O-].[K+].[K+].[CH3:44][N:45]1[CH2:50][CH2:49][NH:48][CH2:47][CH2:46]1.O. Product: [Cl:35][C:19]1[CH:18]=[C:17]([O:16][C:10]2[C:9]3[C:14](=[CH:15][C:6]([O:5][CH2:4][CH2:3][CH2:2][N:48]4[CH2:49][CH2:50][N:45]([CH3:44])[CH2:46][CH2:47]4)=[C:7]([O:36][CH3:37])[CH:8]=3)[N:13]=[CH:12][N:11]=2)[CH:22]=[CH:21][C:20]=1[NH:23][C:24]([NH:26][C:27]1[CH:32]=[CH:31][C:30]([F:33])=[CH:29][C:28]=1[F:34])=[O:25]. The catalyst class is: 9. (4) Reactant: [CH3:1]/[C:2](/N)=[CH:3]\[C:4]#[N:5].Cl.[CH3:8][C:9]1[CH:14]=[CH:13][CH:12]=[CH:11][C:10]=1[NH:15][NH2:16].[OH-].[Na+]. Product: [CH3:1][C:2]1[CH:3]=[C:4]([NH2:5])[N:15]([C:10]2[CH:11]=[CH:12][CH:13]=[CH:14][C:9]=2[CH3:8])[N:16]=1. The catalyst class is: 33. (5) Reactant: Br[C:2]1[CH:7]=[CH:6][N:5]=[C:4]([CH2:8][O:9][Si:10]([C:13]([CH3:16])([CH3:15])[CH3:14])([CH3:12])[CH3:11])[CH:3]=1.[CH3:17][N:18]1C(=O)CCC1. Product: [Si:10]([O:9][CH2:8][C:4]1[CH:3]=[C:2]([CH:7]=[CH:6][N:5]=1)[C:17]#[N:18])([C:13]([CH3:16])([CH3:15])[CH3:14])([CH3:12])[CH3:11]. The catalyst class is: 267. (6) Reactant: [N:1]1([C:6]2[CH:13]=[CH:12][C:9]([C:10]#[N:11])=[CH:8][CH:7]=2)[CH:5]=[CH:4][CH:3]=[N:2]1.[H-].[H-].[H-].[H-].[Li+].[Al+3]. Product: [N:1]1([C:6]2[CH:13]=[CH:12][C:9]([CH2:10][NH2:11])=[CH:8][CH:7]=2)[CH:5]=[CH:4][CH:3]=[N:2]1. The catalyst class is: 7.